Task: Predict the product of the given reaction.. Dataset: Forward reaction prediction with 1.9M reactions from USPTO patents (1976-2016) (1) Given the reactants [CH2:1]([O:8][C:9]1[CH:20]=[C:19]2[C:12]([NH:13][CH:14]=[C:15]2[CH2:16][CH2:17][NH2:18])=[CH:11][CH:10]=1)[C:2]1[CH:7]=[CH:6][CH:5]=[CH:4][CH:3]=1.[CH3:21][N:22]([CH3:36])[C:23]1([C:30]2[CH:35]=[CH:34][CH:33]=[CH:32][CH:31]=2)[CH2:28][CH2:27][C:26](=O)[CH2:25][CH2:24]1.C(O)(=O)C.O, predict the reaction product. The product is: [CH2:1]([O:8][C:9]1[CH:20]=[C:19]2[C:12](=[CH:11][CH:10]=1)[NH:13][CH:14]=[C:15]2[CH2:16][CH2:17][NH:18][CH:26]1[CH2:25][CH2:24][C:23]([C:30]2[CH:31]=[CH:32][CH:33]=[CH:34][CH:35]=2)([N:22]([CH3:36])[CH3:21])[CH2:28][CH2:27]1)[C:2]1[CH:3]=[CH:4][CH:5]=[CH:6][CH:7]=1. (2) Given the reactants Cl[C:2]1[C:11]([C:12]([OH:14])=[O:13])=[CH:10][C:9]2[C:4](=[CH:5][CH:6]=[C:7]([Cl:15])[CH:8]=2)[N:3]=1.[CH2:16]([CH2:23][NH2:24])[CH2:17][C@H:18]([NH2:22])[C:19]([OH:21])=[O:20].[ClH:25], predict the reaction product. The product is: [C:19]([C@@H:18]([NH:22][C:2]1[C:11]([C:12]([OH:14])=[O:13])=[CH:10][C:9]2[C:4](=[CH:5][CH:6]=[C:7]([Cl:25])[CH:8]=2)[N:3]=1)[CH2:17][CH2:16][CH2:23][NH:24][C:2]1[C:11]([C:12]([OH:14])=[O:13])=[CH:10][C:9]2[C:4](=[CH:5][CH:6]=[C:7]([Cl:15])[CH:8]=2)[N:3]=1)([OH:21])=[O:20]. (3) Given the reactants [CH2:1]([O:3][C:4](=[O:9])[C:5](=[N:7][OH:8])Cl)[CH3:2].[N:10]1([C:15]2[CH2:16][CH2:17][N:18]([C:21](=[O:23])[CH3:22])[CH2:19][CH:20]=2)[CH2:14][CH2:13][CH2:12][CH2:11]1.C(N(CC)CC)C, predict the reaction product. The product is: [CH2:1]([O:3][C:4]([C:5]1[CH:20]2[CH2:19][N:18]([C:21](=[O:23])[CH3:22])[CH2:17][CH2:16][C:15]2([N:10]2[CH2:11][CH2:12][CH2:13][CH2:14]2)[O:8][N:7]=1)=[O:9])[CH3:2].